The task is: Regression. Given a peptide amino acid sequence and an MHC pseudo amino acid sequence, predict their binding affinity value. This is MHC class I binding data.. This data is from Peptide-MHC class I binding affinity with 185,985 pairs from IEDB/IMGT. (1) The binding affinity (normalized) is 0. The MHC is HLA-A03:01 with pseudo-sequence HLA-A03:01. The peptide sequence is QSKYCHGILL. (2) The peptide sequence is VMYAFTTPL. The MHC is H-2-Kb with pseudo-sequence H-2-Kb. The binding affinity (normalized) is 1.00.